Dataset: Forward reaction prediction with 1.9M reactions from USPTO patents (1976-2016). Task: Predict the product of the given reaction. Given the reactants CC(OI1(OC(C)=O)(OC(C)=O)OC(=O)C2C=CC=CC1=2)=O.[CH2:23]([N:30]([CH2:49][CH2:50][OH:51])[C:31]([CH:33]1[C:36]2[CH:37]=[C:38]([O:41][CH2:42][C:43]3[CH:48]=[CH:47][CH:46]=[CH:45][CH:44]=3)[CH:39]=[CH:40][C:35]=2[CH2:34]1)=[O:32])[C:24]1[CH:29]=[CH:28][CH:27]=[CH:26][CH:25]=1.C([O-])(O)=O.[Na+], predict the reaction product. The product is: [CH2:23]([N:30]([CH2:49][CH:50]=[O:51])[C:31]([CH:33]1[C:36]2[CH:37]=[C:38]([O:41][CH2:42][C:43]3[CH:44]=[CH:45][CH:46]=[CH:47][CH:48]=3)[CH:39]=[CH:40][C:35]=2[CH2:34]1)=[O:32])[C:24]1[CH:29]=[CH:28][CH:27]=[CH:26][CH:25]=1.